From a dataset of NCI-60 drug combinations with 297,098 pairs across 59 cell lines. Regression. Given two drug SMILES strings and cell line genomic features, predict the synergy score measuring deviation from expected non-interaction effect. (1) Drug 1: CCC1(CC2CC(C3=C(CCN(C2)C1)C4=CC=CC=C4N3)(C5=C(C=C6C(=C5)C78CCN9C7C(C=CC9)(C(C(C8N6C)(C(=O)OC)O)OC(=O)C)CC)OC)C(=O)OC)O.OS(=O)(=O)O. Cell line: SNB-75. Synergy scores: CSS=5.29, Synergy_ZIP=3.62, Synergy_Bliss=0.466, Synergy_Loewe=-94.1, Synergy_HSA=-0.999. Drug 2: C1=CC=C(C(=C1)C(C2=CC=C(C=C2)Cl)C(Cl)Cl)Cl. (2) Drug 2: C1CCC(C(C1)N)N.C(=O)(C(=O)[O-])[O-].[Pt+4]. Drug 1: CC1C(C(CC(O1)OC2CC(CC3=C2C(=C4C(=C3O)C(=O)C5=C(C4=O)C(=CC=C5)OC)O)(C(=O)CO)O)N)O.Cl. Synergy scores: CSS=38.1, Synergy_ZIP=-1.30, Synergy_Bliss=-0.533, Synergy_Loewe=6.15, Synergy_HSA=4.43. Cell line: COLO 205. (3) Drug 1: C1=C(C(=O)NC(=O)N1)F. Drug 2: C1CN(P(=O)(OC1)NCCCl)CCCl. Cell line: NCI/ADR-RES. Synergy scores: CSS=35.0, Synergy_ZIP=-0.0277, Synergy_Bliss=-1.62, Synergy_Loewe=-11.5, Synergy_HSA=-2.35. (4) Cell line: SK-MEL-5. Drug 1: C1=CC(=CC=C1CCCC(=O)O)N(CCCl)CCCl. Synergy scores: CSS=14.1, Synergy_ZIP=-5.54, Synergy_Bliss=-0.627, Synergy_Loewe=-19.1, Synergy_HSA=-4.95. Drug 2: C(CN)CNCCSP(=O)(O)O. (5) Drug 1: C1=CC(=CC=C1CCC2=CNC3=C2C(=O)NC(=N3)N)C(=O)NC(CCC(=O)O)C(=O)O. Drug 2: C#CCC(CC1=CN=C2C(=N1)C(=NC(=N2)N)N)C3=CC=C(C=C3)C(=O)NC(CCC(=O)O)C(=O)O. Cell line: HCT-15. Synergy scores: CSS=43.2, Synergy_ZIP=3.50, Synergy_Bliss=0.876, Synergy_Loewe=1.04, Synergy_HSA=1.09. (6) Drug 1: C1CCC(CC1)NC(=O)N(CCCl)N=O. Drug 2: C1CN1P(=S)(N2CC2)N3CC3. Cell line: CAKI-1. Synergy scores: CSS=25.5, Synergy_ZIP=-7.74, Synergy_Bliss=-2.94, Synergy_Loewe=-0.388, Synergy_HSA=1.56.